From a dataset of Forward reaction prediction with 1.9M reactions from USPTO patents (1976-2016). Predict the product of the given reaction. (1) Given the reactants [Br:1][C:2]1[C:7]([C:8]([OH:10])=[O:9])=[CH:6][C:5]([Cl:11])=[N:4][CH:3]=1.S(Cl)(Cl)=O.[CH3:16]O, predict the reaction product. The product is: [Br:1][C:2]1[C:7]([C:8]([O:10][CH3:16])=[O:9])=[CH:6][C:5]([Cl:11])=[N:4][CH:3]=1. (2) Given the reactants [CH3:1][C:2]1[O:6][N:5]=[C:4]([NH2:7])[N:3]=1.[C:8]1([CH:14]([C:18]2[CH:23]=[CH:22][CH:21]=[CH:20][CH:19]=2)[C:15](Cl)=[O:16])[CH:13]=[CH:12][CH:11]=[CH:10][CH:9]=1, predict the reaction product. The product is: [CH3:1][C:2]1[O:6][N:5]=[C:4]([NH:7][C:15](=[O:16])[CH:14]([C:8]2[CH:13]=[CH:12][CH:11]=[CH:10][CH:9]=2)[C:18]2[CH:23]=[CH:22][CH:21]=[CH:20][CH:19]=2)[N:3]=1. (3) Given the reactants [CH2:1]([NH:8][C:9]([C:11]1[S:19][C:18]2[C:17](=[O:20])[N:16]([CH2:21][C:22]3[CH:27]=[CH:26][CH:25]=[CH:24][CH:23]=3)[C:15](=[O:28])[NH:14][C:13]=2[CH:12]=1)=[O:10])[C:2]1[CH:7]=[CH:6][CH:5]=[CH:4][CH:3]=1.IC.[C:31](=O)([O-])[O-].[K+].[K+].C(OC(C)C)(C)C, predict the reaction product. The product is: [CH2:1]([NH:8][C:9]([C:11]1[S:19][C:18]2[C:17](=[O:20])[N:16]([CH2:21][C:22]3[CH:27]=[CH:26][CH:25]=[CH:24][CH:23]=3)[C:15](=[O:28])[N:14]([CH3:31])[C:13]=2[CH:12]=1)=[O:10])[C:2]1[CH:7]=[CH:6][CH:5]=[CH:4][CH:3]=1. (4) Given the reactants [CH2:1]([C:8]1([C:14]([O:16][CH2:17][CH3:18])=[O:15])[CH2:13][CH2:12][NH:11][CH2:10][CH2:9]1)[C:2]1[CH:7]=[CH:6][CH:5]=[CH:4][CH:3]=1.CCN(C(C)C)C(C)C.[Br:28][C:29]1[CH:30]=[N:31][C:32](Cl)=[N:33][CH:34]=1.CCCCCC, predict the reaction product. The product is: [CH2:1]([C:8]1([C:14]([O:16][CH2:17][CH3:18])=[O:15])[CH2:9][CH2:10][N:11]([C:32]2[N:33]=[CH:34][C:29]([Br:28])=[CH:30][N:31]=2)[CH2:12][CH2:13]1)[C:2]1[CH:3]=[CH:4][CH:5]=[CH:6][CH:7]=1. (5) The product is: [CH3:23][C:24]1[CH:29]=[C:28]([N+:30]([O-:32])=[O:31])[C:27]([CH3:33])=[CH:26][C:25]=1[N:34]=[C:35]1[NH:8][C@@H:3]([CH:4]([CH2:5][CH3:6])[CH3:7])[CH2:2][S:36]1. Given the reactants O[CH2:2][C@@H:3]([NH2:8])[CH:4]([CH3:7])[CH2:5][CH3:6].COC(=O)[C@H]([C@H](CC)C)N.OCCN.[CH3:23][C:24]1[CH:29]=[C:28]([N+:30]([O-:32])=[O:31])[C:27]([CH3:33])=[CH:26][C:25]=1[N:34]=[C:35]=[S:36], predict the reaction product.